From a dataset of Catalyst prediction with 721,799 reactions and 888 catalyst types from USPTO. Predict which catalyst facilitates the given reaction. Reactant: C([O:3][C:4]([C:6]1([NH:15][C:16]([C:18]2[C:23]([N:24]3[CH2:29][CH2:28][CH2:27][CH2:26][CH2:25]3)=[CH:22][CH:21]=[CH:20][N:19]=2)=[O:17])[CH2:14][C:13]2[C:8](=[CH:9][CH:10]=[CH:11][CH:12]=2)[CH2:7]1)=[O:5])C.O1CCOCC1.CO. Product: [N:24]1([C:23]2[C:18]([C:16]([NH:15][C:6]3([C:4]([OH:5])=[O:3])[CH2:14][C:13]4[C:8](=[CH:9][CH:10]=[CH:11][CH:12]=4)[CH2:7]3)=[O:17])=[N:19][CH:20]=[CH:21][CH:22]=2)[CH2:29][CH2:28][CH2:27][CH2:26][CH2:25]1. The catalyst class is: 6.